From a dataset of Full USPTO retrosynthesis dataset with 1.9M reactions from patents (1976-2016). Predict the reactants needed to synthesize the given product. (1) The reactants are: [NH2:1][C:2]1[C:11]2[N:10]=[CH:9][C:8]([CH2:12][CH2:13][C:14]3[CH:19]=[CH:18][C:17]([C:20](=O)[CH3:21])=[CH:16][CH:15]=3)=[CH:7][C:6]=2[C:5]2[CH:23]=[CH:24][C:25]([CH3:27])=[CH:26][C:4]=2[N:3]=1.[NH2:28][C:29]1[CH:34]=[CH:33][C:32]([OH:35])=[CH:31][CH:30]=1.C(O)(C(F)(F)F)=O. Given the product [NH2:1][C:2]1[C:11]2[N:10]=[CH:9][C:8]([CH2:12][CH2:13][C:14]3[CH:19]=[CH:18][C:17]([CH:20]([NH:28][C:29]4[CH:34]=[CH:33][C:32]([OH:35])=[CH:31][CH:30]=4)[CH3:21])=[CH:16][CH:15]=3)=[CH:7][C:6]=2[C:5]2[CH:23]=[CH:24][C:25]([CH3:27])=[CH:26][C:4]=2[N:3]=1, predict the reactants needed to synthesize it. (2) Given the product [C:21]([O:25][C:26]([N:28]1[CH2:33][CH2:32][C:31]([C:37]2[CH:38]=[CH:39][CH:40]=[CH:41][CH:42]=2)([C:34]([N:15]2[CH2:20][CH2:19][CH2:18][CH2:17][CH2:16]2)=[O:35])[CH2:30][CH2:29]1)=[O:27])([CH3:23])([CH3:24])[CH3:22], predict the reactants needed to synthesize it. The reactants are: N#N.C1N=CN(C(N2C=NC=C2)=O)C=1.[NH:15]1[CH2:20][CH2:19][CH2:18][CH2:17][CH2:16]1.[C:21]([O:25][C:26]([N:28]1[CH2:33][CH2:32][C:31]([C:37]2[CH:42]=[CH:41][CH:40]=[CH:39][CH:38]=2)([C:34](O)=[O:35])[CH2:30][CH2:29]1)=[O:27])([CH3:24])([CH3:23])[CH3:22]. (3) Given the product [N:29]1([C:30]2[CH:31]=[CH:32][C:33]([NH:36][C:4]3[N:9]=[CH:8][C:7]4=[CH:10][CH:11]=[C:12]([C:13]5[CH:18]=[CH:17][CH:16]=[CH:15][C:14]=5[NH:19][S:20]([CH3:23])(=[O:22])=[O:21])[N:6]4[N:5]=3)=[CH:34][CH:35]=2)[CH2:28][CH2:27][O:26][CH2:25][CH2:24]1, predict the reactants needed to synthesize it. The reactants are: CS([C:4]1[N:9]=[CH:8][C:7]2=[CH:10][CH:11]=[C:12]([C:13]3[CH:18]=[CH:17][CH:16]=[CH:15][C:14]=3[NH:19][S:20]([CH3:23])(=[O:22])=[O:21])[N:6]2[N:5]=1)=O.[CH2:24]1[N:29]([C:30]2[CH:35]=[CH:34][C:33]([NH2:36])=[CH:32][CH:31]=2)[CH2:28][CH2:27][O:26][CH2:25]1.C(N(CC)C(C)C)(C)C.COCC(O)C. (4) Given the product [CH2:23]([C:20]1[CH:21]=[CH:22][C:17]([OH:16])=[C:18]([C:25](=[O:27])[CH:26]=[CH:12][C:11]2[CH:14]=[CH:15][C:8]([O:7][CH2:1][CH2:2][CH2:3][CH2:4][C:5]#[CH:6])=[CH:9][CH:10]=2)[CH:19]=1)[CH3:24], predict the reactants needed to synthesize it. The reactants are: [CH2:1]([O:7][C:8]1[CH:15]=[CH:14][C:11]([CH:12]=O)=[CH:10][CH:9]=1)[CH2:2][CH2:3][CH2:4][C:5]#[CH:6].[OH:16][C:17]1[CH:22]=[CH:21][C:20]([CH2:23][CH3:24])=[CH:19][C:18]=1[C:25](=[O:27])[CH3:26].